Dataset: Peptide-MHC class I binding affinity with 185,985 pairs from IEDB/IMGT. Task: Regression. Given a peptide amino acid sequence and an MHC pseudo amino acid sequence, predict their binding affinity value. This is MHC class I binding data. (1) The peptide sequence is EKEGKISKI. The MHC is HLA-B40:02 with pseudo-sequence HLA-B40:02. The binding affinity (normalized) is 0.00431. (2) The peptide sequence is SLYSGFPSL. The MHC is BoLA-AW10 with pseudo-sequence BoLA-AW10. The binding affinity (normalized) is 0.0641. (3) The peptide sequence is IRNLVKRYK. The MHC is HLA-A03:01 with pseudo-sequence HLA-A03:01. The binding affinity (normalized) is 0.0847.